This data is from Full USPTO retrosynthesis dataset with 1.9M reactions from patents (1976-2016). The task is: Predict the reactants needed to synthesize the given product. (1) Given the product [Cl:22][C:23]1[CH:24]=[C:25]([NH:26][C:12]([C:8]2[N:9]=[N:10][S:11][C:7]=2[CH2:6][O:5][Si:4]([CH:16]([CH3:17])[CH3:18])([CH:19]([CH3:20])[CH3:21])[CH:1]([CH3:2])[CH3:3])=[O:14])[CH:27]=[CH:28][C:29]=1[F:30], predict the reactants needed to synthesize it. The reactants are: [CH:1]([Si:4]([CH:19]([CH3:21])[CH3:20])([CH:16]([CH3:18])[CH3:17])[O:5][CH2:6][C:7]1[S:11][N:10]=[N:9][C:8]=1[C:12]([O:14]C)=O)([CH3:3])[CH3:2].[Cl:22][C:23]1[CH:24]=[C:25]([CH:27]=[CH:28][C:29]=1[F:30])[NH2:26].C(Cl)Cl.C[Al](C)C. (2) Given the product [CH2:12]([CH:11]([NH:19][C:20]([C:22]1[CH:31]=[N:30][C:29]2[C:24](=[CH:25][CH:26]=[CH:27][CH:28]=2)[N:23]=1)=[O:21])[CH:7]([OH:8])[CH2:6][CH:5]([C:9]([NH:34][NH2:35])=[O:10])[CH2:4][CH2:3][C:2]([F:1])([CH3:33])[CH3:32])[C:13]1[CH:18]=[CH:17][CH:16]=[CH:15][CH:14]=1, predict the reactants needed to synthesize it. The reactants are: [F:1][C:2]([CH3:33])([CH3:32])[CH2:3][CH2:4][CH:5]1[C:9](=[O:10])[O:8][CH:7]([CH:11]([NH:19][C:20]([C:22]2[CH:31]=[N:30][C:29]3[C:24](=[CH:25][CH:26]=[CH:27][CH:28]=3)[N:23]=2)=[O:21])[CH2:12][C:13]2[CH:18]=[CH:17][CH:16]=[CH:15][CH:14]=2)[CH2:6]1.[NH2:34][NH2:35]. (3) Given the product [F:26][C:20]1[CH:21]=[C:22]([N+:23]([O-:25])=[O:24])[C:17]([CH:2]([C:1]([O:8][CH3:9])=[O:7])[C:3]([O:5][CH3:6])=[O:4])=[C:18]([N+:27]([O-:29])=[O:28])[CH:19]=1, predict the reactants needed to synthesize it. The reactants are: [C:1]([O:8][CH3:9])(=[O:7])[CH2:2][C:3]([O:5][CH3:6])=[O:4].CC(C)([O-])C.[K+].Cl[C:17]1[C:22]([N+:23]([O-:25])=[O:24])=[CH:21][C:20]([F:26])=[CH:19][C:18]=1[N+:27]([O-:29])=[O:28].[NH4+].[Cl-].